This data is from Forward reaction prediction with 1.9M reactions from USPTO patents (1976-2016). The task is: Predict the product of the given reaction. (1) Given the reactants [NH2:1][CH2:2][C:3]1[CH:8]=[CH:7][C:6]([NH:9][C:10]2[CH:15]=[CH:14][CH:13]=[CH:12][C:11]=2[C:16]([F:19])([F:18])[F:17])=[CH:5][CH:4]=1.[N:20]1[CH:25]=[C:24]([C:26]([NH:28][C:29]2([C:32](O)=[O:33])[CH2:31][CH2:30]2)=[O:27])[CH:23]=[N:22][CH:21]=1, predict the reaction product. The product is: [F:19][C:16]([F:17])([F:18])[C:11]1[CH:12]=[CH:13][CH:14]=[CH:15][C:10]=1[NH:9][C:6]1[CH:7]=[CH:8][C:3]([CH2:2][NH:1][C:32]([C:29]2([NH:28][C:26]([C:24]3[CH:23]=[N:22][CH:21]=[N:20][CH:25]=3)=[O:27])[CH2:31][CH2:30]2)=[O:33])=[CH:4][CH:5]=1. (2) The product is: [CH2:1]([N:8]1[C:9](=[O:18])[C:10]2[CH:15]=[C:14]([Br:16])[CH:13]=[CH:12][C:11]=2[O:21][CH2:20][CH2:19]1)[C:2]1[CH:7]=[CH:6][CH:5]=[CH:4][CH:3]=1. Given the reactants [CH2:1]([N:8]([CH2:19][CH2:20][OH:21])[C:9](=[O:18])[C:10]1[CH:15]=[C:14]([Br:16])[CH:13]=[CH:12][C:11]=1F)[C:2]1[CH:7]=[CH:6][CH:5]=[CH:4][CH:3]=1.[H-].[Na+], predict the reaction product. (3) Given the reactants [Si]([O:8][C@H:9]1[CH2:13][C@H:12]([O:14][C:15]2[CH:20]=[C:19]([NH:21][C@@H:22]3[C:30]4[C:25](=[CH:26][C:27]([Cl:31])=[CH:28][CH:29]=4)[CH2:24][C@@H:23]3[O:32][CH3:33])[N:18]=[CH:17][N:16]=2)[CH2:11][C@H:10]1[CH2:34][OH:35])(C(C)(C)C)(C)C.CN(C)C(=O)C.Cl[S:43]([NH2:46])(=[O:45])=[O:44].Cl.C(=O)([O-])[O-].[Na+].[Na+].O, predict the reaction product. The product is: [S:43](=[O:45])(=[O:44])([O:35][CH2:34][C@@H:10]1[CH2:11][C@@H:12]([O:14][C:15]2[CH:20]=[C:19]([NH:21][C@@H:22]3[C:30]4[C:25](=[CH:26][C:27]([Cl:31])=[CH:28][CH:29]=4)[CH2:24][C@@H:23]3[O:32][CH3:33])[N:18]=[CH:17][N:16]=2)[CH2:13][C@@H:9]1[OH:8])[NH2:46]. (4) Given the reactants Br[C:2]1[CH:7]=[CH:6][C:5]([C:8]2[NH:12][N:11]=[C:10]([CH3:13])[CH:9]=2)=[CH:4][CH:3]=1.[CH3:14][C:15]1([CH3:31])[C:19]([CH3:21])([CH3:20])[O:18][B:17]([B:17]2[O:18][C:19]([CH3:21])([CH3:20])[C:15]([CH3:31])([CH3:14])[O:16]2)[O:16]1.C([O-])(=O)C.[K+].C1(P(C2CCCCC2)C2C=CC=C(C(C)C)C=2C2C=CC(C(C)C)=CC=2C(C)C)CCCCC1, predict the reaction product. The product is: [CH3:13][C:10]1[CH:9]=[C:8]([C:5]2[CH:6]=[CH:7][C:2]([B:17]3[O:18][C:19]([CH3:21])([CH3:20])[C:15]([CH3:31])([CH3:14])[O:16]3)=[CH:3][CH:4]=2)[NH:12][N:11]=1. (5) Given the reactants Cl.Cl.C(O[C:6]([C:8]1[CH:9]=[C:10]2[C:14](=[CH:15][CH:16]=1)[NH:13][N:12]=[C:11]2[C:17]1[CH:26]=[CH:25][C:24]2[C:19](=[CH:20][CH:21]=[C:22]([O:27]C[C@@H]3CCCN3C)[CH:23]=2)[CH:18]=1)=[NH:7])C.Cl, predict the reaction product. The product is: [OH:27][C:22]1[CH:23]=[C:24]2[C:19](=[CH:20][CH:21]=1)[CH:18]=[C:17]([C:11]1[C:10]3[C:14](=[CH:15][CH:16]=[C:8]([C:6]#[N:7])[CH:9]=3)[NH:13][N:12]=1)[CH:26]=[CH:25]2. (6) Given the reactants [Cl:1][C:2]1[C:3]2[CH:10]=[CH:9][N:8]([CH:11]3[CH2:15][CH2:14][CH2:13][CH2:12]3)[C:4]=2[N:5]=[CH:6][N:7]=1.[I:16]Cl, predict the reaction product. The product is: [I:16][C:10]1[C:3]2[C:2]([Cl:1])=[N:7][CH:6]=[N:5][C:4]=2[N:8]([CH:11]2[CH2:15][CH2:14][CH2:13][CH2:12]2)[CH:9]=1. (7) Given the reactants O1CCOCC1.[CH:7]1([NH:13][C:14]2[CH:23]=[C:22]3[C:17]([C:18](=[O:33])[C:19]([O:29][CH2:30][C:31]#[N:32])=[CH:20][N:21]3[CH:24]3[CH2:28][CH2:27][CH2:26][CH2:25]3)=[CH:16][C:15]=2[F:34])[CH2:12][CH2:11][CH2:10][CH2:9][CH2:8]1.C([Sn]([N:48]=[N+:49]=[N-:50])(CCCC)CCCC)CCC.[OH-].[Na+], predict the reaction product. The product is: [CH:7]1([NH:13][C:14]2[CH:23]=[C:22]3[C:17]([C:18](=[O:33])[C:19]([O:29][CH2:30][C:31]4[NH:50][N:49]=[N:48][N:32]=4)=[CH:20][N:21]3[CH:24]3[CH2:28][CH2:27][CH2:26][CH2:25]3)=[CH:16][C:15]=2[F:34])[CH2:8][CH2:9][CH2:10][CH2:11][CH2:12]1. (8) Given the reactants Cl.[NH2:2]O.C(=O)([O-])[O-].[Na+].[Na+].C[O:11][C:12](=O)[C:13](=[CH:18][C:19]1[CH:24]=[CH:23][C:22]([O:25][C:26]2[CH:31]=[CH:30][C:29]([NH:32][C:33](=[O:42])[C:34]3[CH:39]=[CH:38][C:37]([Cl:40])=[C:36]([Cl:41])[CH:35]=3)=[CH:28][N:27]=2)=[CH:21][CH:20]=1)[C:14]([O:16]C)=[O:15].CO, predict the reaction product. The product is: [Cl:41][C:36]1[CH:35]=[C:34]([CH:39]=[CH:38][C:37]=1[Cl:40])[C:33]([NH:32][C:29]1[CH:28]=[N:27][C:26]([O:25][C:22]2[CH:21]=[CH:20][C:19]([CH:18]=[C:13]3[C:14](=[O:15])[O:16][NH:2][C:12]3=[O:11])=[CH:24][CH:23]=2)=[CH:31][CH:30]=1)=[O:42]. (9) Given the reactants [C:1]([Si:5]([C:29]1[CH:34]=[CH:33][CH:32]=[CH:31][CH:30]=1)([C:23]1[CH:28]=[CH:27][CH:26]=[CH:25][CH:24]=1)[O:6][CH2:7][CH2:8][C:9]1[CH:10]=[CH:11][C:12]([C:15]2[S:16][CH:17]=[C:18]([C:20]([OH:22])=O)[N:19]=2)=[N:13][CH:14]=1)([CH3:4])([CH3:3])[CH3:2].C(N(CC)C(C)C)(C)C.Cl.[CH3:45][NH:46][O:47][CH3:48].[B-](F)(F)(F)F.CN(C(ON1N=NC2C1=CC=CC=2)=[N+](C)C)C, predict the reaction product. The product is: [CH3:48][O:47][N:46]([CH3:45])[C:20]([C:18]1[N:19]=[C:15]([C:12]2[CH:11]=[CH:10][C:9]([CH2:8][CH2:7][O:6][Si:5]([C:1]([CH3:3])([CH3:4])[CH3:2])([C:29]3[CH:34]=[CH:33][CH:32]=[CH:31][CH:30]=3)[C:23]3[CH:28]=[CH:27][CH:26]=[CH:25][CH:24]=3)=[CH:14][N:13]=2)[S:16][CH:17]=1)=[O:22]. (10) Given the reactants I[C:2]1[C:3](=[O:28])[NH:4][C:5](=[O:27])[N:6]([CH2:8][CH2:9][CH2:10][N:11]2[CH2:16][C@H:15]3[C@:13]([C:17]4[CH:22]=[CH:21][C:20]([C:23]([F:26])([F:25])[F:24])=[CH:19][CH:18]=4)([CH2:14]3)[CH2:12]2)[CH:7]=1.CN(C)CC(O)=O.C([O-])([O-])=O.[K+].[K+].[F:42][C:43]([F:54])([F:53])[C:44]1[C:45]2[CH2:52][CH2:51][O:50][CH2:49][C:46]=2[NH:47][N:48]=1, predict the reaction product. The product is: [F:53][C:43]([F:42])([F:54])[C:44]1[C:45]2[CH2:52][CH2:51][O:50][CH2:49][C:46]=2[N:47]([C:2]2[C:3](=[O:28])[NH:4][C:5](=[O:27])[N:6]([CH2:8][CH2:9][CH2:10][N:11]3[CH2:16][C@H:15]4[C@:13]([C:17]5[CH:22]=[CH:21][C:20]([C:23]([F:26])([F:25])[F:24])=[CH:19][CH:18]=5)([CH2:14]4)[CH2:12]3)[CH:7]=2)[N:48]=1.